From a dataset of Forward reaction prediction with 1.9M reactions from USPTO patents (1976-2016). Predict the product of the given reaction. (1) Given the reactants [CH3:1][C:2]1[CH:14]=[C:13]([CH3:15])[CH:12]=[C:11]2[C:3]=1[C:4]1[CH2:5][CH2:6][CH2:7][CH2:8][C:9]=1[NH:10]2.[N+:16]([O-])([O-:18])=[O:17].[K+], predict the reaction product. The product is: [CH3:1][C:2]1[C:14]([N+:16]([O-:18])=[O:17])=[C:13]([CH3:15])[CH:12]=[C:11]2[C:3]=1[C:4]1[CH2:5][CH2:6][CH2:7][CH2:8][C:9]=1[NH:10]2. (2) The product is: [N:1]1([CH:7]2[CH2:12][CH2:11][N:10]([C:13]3[CH:19]=[CH:18][CH:17]=[C:15]([NH2:16])[C:14]=3[NH2:20])[CH2:9][CH2:8]2)[CH2:6][CH2:5][CH2:4][CH2:3][CH2:2]1. Given the reactants [N:1]1([CH:7]2[CH2:12][CH2:11][N:10]([C:13]3[C:14]([N+:20]([O-])=O)=[C:15]([CH:17]=[CH:18][CH:19]=3)[NH2:16])[CH2:9][CH2:8]2)[CH2:6][CH2:5][CH2:4][CH2:3][CH2:2]1, predict the reaction product. (3) Given the reactants C(O[C:6]1[CH:11]=[CH:10][CH:9]=[CH:8][C:7]=1[S:12]([C:14]1([C:20]([OH:22])=[O:21])[CH2:19][CH2:18][NH:17][CH2:16][CH2:15]1)=[O:13])C#CC.[Br:23][C:24]1[CH:31]=[CH:30][C:27]([CH2:28]Br)=[CH:26][CH:25]=1.C(N([CH2:37][CH3:38])CC)C.Cl.[CH3:40][CH2:41][O:42]CC, predict the reaction product. The product is: [Br:23][C:24]1[CH:31]=[CH:30][C:27]([CH2:28][N:17]2[CH2:16][CH2:15][C:14]([S:12]([C:7]3[CH:6]=[CH:11][C:10]([O:42][CH2:41][C:40]#[C:37][CH3:38])=[CH:9][CH:8]=3)=[O:13])([C:20]([OH:22])=[O:21])[CH2:19][CH2:18]2)=[CH:26][CH:25]=1. (4) Given the reactants [C:1]([O:5][C:6]([C@@:8]1([CH2:22][OH:23])[CH2:12][C:11](=[O:13])[N:10]([C@@H:14]([C:16]2[CH:21]=[CH:20][CH:19]=[CH:18][CH:17]=2)[CH3:15])[CH2:9]1)=[O:7])([CH3:4])([CH3:3])[CH3:2].C(N(CC)CC)C.CS(C)=O, predict the reaction product. The product is: [C:1]([O:5][C:6]([C@@:8]1([CH:22]=[O:23])[CH2:12][C:11](=[O:13])[N:10]([C@@H:14]([C:16]2[CH:21]=[CH:20][CH:19]=[CH:18][CH:17]=2)[CH3:15])[CH2:9]1)=[O:7])([CH3:4])([CH3:2])[CH3:3]. (5) The product is: [CH3:1][O:2][C:3]1[CH:4]=[C:5]([CH:16]=[CH:17][CH:18]=1)[CH2:6][N:7]1[C:12]([CH3:13])=[CH:11][C:10]([O:14][CH2:20][C:21]2[CH:38]=[CH:37][CH:36]=[CH:35][C:22]=2[CH2:23][N:24]2[C:32](=[O:33])[C:31]3[C:26](=[CH:27][CH:28]=[CH:29][CH:30]=3)[C:25]2=[O:34])=[CH:9][C:8]1=[O:15]. Given the reactants [CH3:1][O:2][C:3]1[CH:4]=[C:5]([CH:16]=[CH:17][CH:18]=1)[CH2:6][N:7]1[C:12]([CH3:13])=[CH:11][C:10]([OH:14])=[CH:9][C:8]1=[O:15].Cl[CH2:20][C:21]1[CH:38]=[CH:37][CH:36]=[CH:35][C:22]=1[CH2:23][N:24]1[C:32](=[O:33])[C:31]2[C:26](=[CH:27][CH:28]=[CH:29][CH:30]=2)[C:25]1=[O:34].C1CCN2C(=NCCC2)CC1.O, predict the reaction product. (6) Given the reactants [CH3:1][O:2][C:3](=[O:14])[C:4]1[CH:9]=[C:8]([OH:10])[CH:7]=[C:6]([O:11][CH2:12][CH3:13])[CH:5]=1.[F:15][C:16]([F:20])([F:19])[CH2:17]I.C(=O)([O-])[O-].[Cs+].[Cs+], predict the reaction product. The product is: [CH3:1][O:2][C:3](=[O:14])[C:4]1[CH:9]=[C:8]([O:10][CH2:17][C:16]([F:20])([F:19])[F:15])[CH:7]=[C:6]([O:11][CH2:12][CH3:13])[CH:5]=1. (7) The product is: [Cl:1][C:2]1[CH:7]=[C:6]([CH2:8][N:9]2[C:13]([CH3:14])=[CH:12][C:11]([C:15]([O:17][CH2:18][CH3:19])=[O:16])=[N:10]2)[C:5]2[O:20][C:28]([C:22]3[CH:27]=[CH:26][CH:25]=[CH:24][CH:23]=3)=[CH:29][C:4]=2[CH:3]=1. Given the reactants [Cl:1][C:2]1[CH:3]=[C:4](I)[C:5]([OH:20])=[C:6]([CH2:8][N:9]2[C:13]([CH3:14])=[CH:12][C:11]([C:15]([O:17][CH2:18][CH3:19])=[O:16])=[N:10]2)[CH:7]=1.[C:22]1([C:28]#[CH:29])[CH:27]=[CH:26][CH:25]=[CH:24][CH:23]=1.CCN(CC)CC, predict the reaction product.